Dataset: CYP3A4 inhibition data for predicting drug metabolism from PubChem BioAssay. Task: Regression/Classification. Given a drug SMILES string, predict its absorption, distribution, metabolism, or excretion properties. Task type varies by dataset: regression for continuous measurements (e.g., permeability, clearance, half-life) or binary classification for categorical outcomes (e.g., BBB penetration, CYP inhibition). Dataset: cyp3a4_veith. (1) The compound is Cc1nc2c(O)cccc2c(=O)[nH]1. The result is 0 (non-inhibitor). (2) The compound is Nc1nc(SCC(=O)c2ccc(Br)cc2)c2[nH]cnc2n1. The result is 1 (inhibitor). (3) The compound is c1ncc(CC2CCNCC2)[nH]1. The result is 0 (non-inhibitor). (4) The drug is Cc1ccc(S(=O)(=O)CCCS(=O)(=O)c2ccc(C)cc2)cc1. The result is 1 (inhibitor).